From a dataset of Buchwald-Hartwig C-N cross coupling reaction yields with 55,370 reactions. Predict the reaction yield, written as a fraction of the theoretical maximum amount of product (1.0 means a 100% yield; for example, 0.34 means a 34% yield). (1) The reactants are Brc1ccccn1.Cc1ccc(N)cc1.O=S(=O)(O[Pd]1c2ccccc2-c2ccccc2N~1)C(F)(F)F.CC(C)c1cc(C(C)C)c(-c2ccccc2P(C2CCCCC2)C2CCCCC2)c(C(C)C)c1.CN1CCCN2CCCN=C12.CCOC(=O)c1cnoc1C. No catalyst specified. The product is Cc1ccc(Nc2ccccn2)cc1. The yield is 0.287. (2) The reactants are Ic1ccccn1.Cc1ccc(N)cc1.O=S(=O)(O[Pd]1c2ccccc2-c2ccccc2N~1)C(F)(F)F.COc1ccc(OC)c(P(C(C)(C)C)C(C)(C)C)c1-c1c(C(C)C)cc(C(C)C)cc1C(C)C.CCN=P(N=P(N(C)C)(N(C)C)N(C)C)(N(C)C)N(C)C.CCOC(=O)c1cc(C)no1. No catalyst specified. The product is Cc1ccc(Nc2ccccn2)cc1. The yield is 0.664. (3) The reactants are Clc1ccccn1.Cc1ccc(N)cc1.O=S(=O)(O[Pd]1c2ccccc2-c2ccccc2N~1)C(F)(F)F.CC(C)c1cc(C(C)C)c(-c2ccccc2P(C2CCCCC2)C2CCCCC2)c(C(C)C)c1.CCN=P(N=P(N(C)C)(N(C)C)N(C)C)(N(C)C)N(C)C.Cc1cc(-c2ccccc2)on1. No catalyst specified. The product is Cc1ccc(Nc2ccccn2)cc1. The yield is 0.210. (4) The reactants are CCc1ccc(Cl)cc1.Cc1ccc(N)cc1.O=S(=O)(O[Pd]1c2ccccc2-c2ccccc2N~1)C(F)(F)F.CC(C)c1cc(C(C)C)c(-c2ccccc2P(C2CCCCC2)C2CCCCC2)c(C(C)C)c1.CN(C)C(=NC(C)(C)C)N(C)C.c1ccc(-c2cnoc2)cc1. No catalyst specified. The product is CCc1ccc(Nc2ccc(C)cc2)cc1. The yield is 0.0193. (5) The reactants are CCc1ccc(Br)cc1.Cc1ccc(N)cc1.O=S(=O)(O[Pd]1c2ccccc2-c2ccccc2N~1)C(F)(F)F.COc1ccc(OC)c(P([C@]23C[C@H]4C[C@H](C[C@H](C4)C2)C3)[C@]23C[C@H]4C[C@H](C[C@H](C4)C2)C3)c1-c1c(C(C)C)cc(C(C)C)cc1C(C)C.CN1CCCN2CCCN=C12.COC(=O)c1cc(-c2cccs2)on1. No catalyst specified. The product is CCc1ccc(Nc2ccc(C)cc2)cc1. The yield is 0.327. (6) The reactants are Ic1cccnc1.Cc1ccc(N)cc1.O=S(=O)(O[Pd]1c2ccccc2-c2ccccc2N~1)C(F)(F)F.CC(C)c1cc(C(C)C)c(-c2ccccc2P(C(C)(C)C)C(C)(C)C)c(C(C)C)c1.CN1CCCN2CCCN=C12.CCOC(=O)c1cnoc1. No catalyst specified. The product is Cc1ccc(Nc2cccnc2)cc1. The yield is 0.338. (7) The reactants are COc1ccc(I)cc1.Cc1ccc(N)cc1.O=S(=O)(O[Pd]1c2ccccc2-c2ccccc2N~1)C(F)(F)F.CC(C)c1cc(C(C)C)c(-c2ccccc2P(C2CCCCC2)C2CCCCC2)c(C(C)C)c1.CN(C)C(=NC(C)(C)C)N(C)C.COC(=O)c1cc(-c2cccs2)on1. No catalyst specified. The product is COc1ccc(Nc2ccc(C)cc2)cc1. The yield is 0.134.